Task: Regression. Given two drug SMILES strings and cell line genomic features, predict the synergy score measuring deviation from expected non-interaction effect.. Dataset: NCI-60 drug combinations with 297,098 pairs across 59 cell lines Drug 1: CS(=O)(=O)C1=CC(=C(C=C1)C(=O)NC2=CC(=C(C=C2)Cl)C3=CC=CC=N3)Cl. Drug 2: CC1C(C(=O)NC(C(=O)N2CCCC2C(=O)N(CC(=O)N(C(C(=O)O1)C(C)C)C)C)C(C)C)NC(=O)C3=C4C(=C(C=C3)C)OC5=C(C(=O)C(=C(C5=N4)C(=O)NC6C(OC(=O)C(N(C(=O)CN(C(=O)C7CCCN7C(=O)C(NC6=O)C(C)C)C)C)C(C)C)C)N)C. Cell line: MCF7. Synergy scores: CSS=13.6, Synergy_ZIP=12.1, Synergy_Bliss=20.0, Synergy_Loewe=19.2, Synergy_HSA=18.7.